Dataset: Reaction yield outcomes from USPTO patents with 853,638 reactions. Task: Predict the reaction yield, written as a fraction of the theoretical maximum amount of product (1.0 means a 100% yield; for example, 0.34 means a 34% yield). (1) The reactants are [CH3:1][C:2]1([CH3:33])[S:7][CH2:6][CH2:5][N:4]([S:8]([C:11]2[CH:16]=[CH:15][C:14]([O:17][CH2:18][C:19]#[C:20][CH2:21][CH2:22][O:23]C3CCCCO3)=[CH:13][CH:12]=2)(=[O:10])=[O:9])[CH:3]1[C:30](O)=[O:31].[OH:34][N:35]1C2C=CC=CC=2N=N1.Cl.CN(C)CCCN=C=NCC.NO. The catalyst is ClCCl.CN(C=O)C.C(OCC)(=O)C.C1(C)C=CC(S([O-])(=O)=O)=CC=1.[NH+]1C=CC=CC=1. The product is [OH:34][NH:35][C:30]([CH:3]1[C:2]([CH3:33])([CH3:1])[S:7][CH2:6][CH2:5][N:4]1[S:8]([C:11]1[CH:16]=[CH:15][C:14]([O:17][CH2:18][C:19]#[C:20][CH2:21][CH2:22][OH:23])=[CH:13][CH:12]=1)(=[O:10])=[O:9])=[O:31]. The yield is 0.210. (2) The reactants are [CH2:1]([NH2:8])[CH2:2][CH2:3][CH2:4][CH2:5][CH2:6][CH3:7].C(N(C(C)C)C(C)C)C1C=CC=CC=1.[C:23]1([CH2:29][C:30](Cl)=[O:31])[CH:28]=[CH:27][CH:26]=[CH:25][CH:24]=1. The catalyst is C1COCC1. The product is [CH2:1]([NH:8][C:30](=[O:31])[CH2:29][C:23]1[CH:28]=[CH:27][CH:26]=[CH:25][CH:24]=1)[CH2:2][CH2:3][CH2:4][CH2:5][CH2:6][CH3:7]. The yield is 0.437.